From a dataset of Experimentally validated miRNA-target interactions with 360,000+ pairs, plus equal number of negative samples. Binary Classification. Given a miRNA mature sequence and a target amino acid sequence, predict their likelihood of interaction. The miRNA is hsa-miR-182-5p with sequence UUUGGCAAUGGUAGAACUCACACU. The protein sequence of the target gene is MGASDPEVAPWAPGGAAGMAGAGAGAGARGGAPAGVEARARDPPPAHRAHPRHPRPAAQPSARRMDGGPGAPGSGDNAPTTEALFVALGAGVTALSHPLLYVKLLIQVGHEPMPPTLGTNVLGRKVLYLPSFFTYAKYIVQVDGKIGLFRGLSPRLMSNALSTVTRGSMKKVFPPDEMEQVSNKDDMKTSLKKVVKETSYEMMMQCVSRMLAHPLHVISMRCMVQFVGREAKYSGVLSSIGKIFKEEGLLGFFVGLIPHLLGDVVFLWGCNLLAHFINAYLVDDSVSDTPGGLGNDQNPG.... Result: 0 (no interaction).